This data is from Catalyst prediction with 721,799 reactions and 888 catalyst types from USPTO. The task is: Predict which catalyst facilitates the given reaction. (1) Reactant: [CH3:1][CH2:2][C:3]1[C:12]2[CH2:13][N:14]3[C:19](=[O:20])[C:18]4[CH2:21][O:22][C:23]([C@:25]([OH:28])([CH2:26][CH3:27])[C:17]=4[CH:16]=[C:15]3[C:11]=2[N:10]=[C:9]2[C:4]=1[CH:5]=[C:6]([O:29][C:30]([N:32]1[CH2:37][CH2:36][CH:35]([N:38]3[CH2:43][CH2:42][CH2:41][CH2:40][CH2:39]3)[CH2:34][CH2:33]1)=[O:31])[CH:7]=[CH:8]2)=[O:24].CC(C)=O.[ClH:48]. Product: [CH3:1][CH2:2][C:3]1[C:12]2[CH2:13][N:14]3[C:19](=[O:20])[C:18]4[CH2:21][O:22][C:23]([C@:25]([OH:28])([CH2:26][CH3:27])[C:17]=4[CH:16]=[C:15]3[C:11]=2[N:10]=[C:9]2[C:4]=1[CH:5]=[C:6]([O:29][C:30]([N:32]1[CH2:33][CH2:34][CH:35]([N:38]3[CH2:43][CH2:42][CH2:41][CH2:40][CH2:39]3)[CH2:36][CH2:37]1)=[O:31])[CH:7]=[CH:8]2)=[O:24].[ClH:48]. The catalyst class is: 10. (2) Product: [CH3:22][C:23]1[C:31]([CH3:32])=[CH:30][CH:29]=[CH:28][C:24]=1[C:25]([NH:1][C:2]1[CH:3]=[C:4]2[C:20](=[O:21])[NH:19][N:18]=[CH:17][C:6]3=[C:7]([C:11]4[CH:12]=[CH:13][CH:14]=[CH:15][CH:16]=4)[NH:8][C:9]([CH:10]=1)=[C:5]23)=[O:26]. The catalyst class is: 306. Reactant: [NH2:1][C:2]1[CH:3]=[C:4]2[C:20](=[O:21])[NH:19][N:18]=[CH:17][C:6]3=[C:7]([C:11]4[CH:16]=[CH:15][CH:14]=[CH:13][CH:12]=4)[NH:8][C:9]([CH:10]=1)=[C:5]23.[CH3:22][C:23]1[C:31]([CH3:32])=[CH:30][CH:29]=[CH:28][C:24]=1[C:25](O)=[O:26].C(N(CC)CC)C.F[P-](F)(F)(F)(F)F.N1(OC(N(C)C)=[N+](C)C)C2N=CC=CC=2N=N1. (3) Reactant: [ClH:1].[CH2:2]1[C@@H:6]2[CH2:7][C:8](=[O:9])[N:5]2[CH:4]=[CH:3]1. Product: [OH2:9].[OH2:9].[OH2:9].[ClH:1].[CH2:2]1[C@@H:6]2[CH2:7][C:8](=[O:9])[N:5]2[CH:4]=[CH:3]1. The catalyst class is: 6.